The task is: Predict which catalyst facilitates the given reaction.. This data is from Catalyst prediction with 721,799 reactions and 888 catalyst types from USPTO. (1) Reactant: [F:1][C:2]([F:22])([F:21])[C:3]([C:9]1[CH:14]=[CH:13][C:12]([N:15]2[CH2:20][CH2:19][NH:18][CH2:17][CH2:16]2)=[CH:11][CH:10]=1)([OH:8])[C:4]([F:7])([F:6])[F:5].[S:23]1[CH:27]=[CH:26][N:25]=[C:24]1[S:28](Cl)(=[O:30])=[O:29].CCN(C(C)C)C(C)C. Product: [F:5][C:4]([F:7])([F:6])[C:3]([OH:8])=[O:29].[F:22][C:2]([F:1])([F:21])[C:3]([C:9]1[CH:10]=[CH:11][C:12]([N:15]2[CH2:20][CH2:19][N:18]([S:28]([C:24]3[S:23][CH:27]=[CH:26][N:25]=3)(=[O:30])=[O:29])[CH2:17][CH2:16]2)=[CH:13][CH:14]=1)([OH:8])[C:4]([F:7])([F:6])[F:5]. The catalyst class is: 2. (2) Reactant: [NH2:1][C:2]1[C:3]([C:14]2[CH:22]=[CH:21][C:17]([C:18]([OH:20])=O)=[C:16]([F:23])[CH:15]=2)=[N:4][C:5]([CH:8]2[CH2:13][CH2:12][O:11][CH2:10][CH2:9]2)=[CH:6][N:7]=1.[NH2:24][C@@H:25]([C:35]1[CH:40]=[CH:39][CH:38]=[C:37]([Cl:41])[CH:36]=1)[CH2:26][NH:27][C:28](=[O:34])[O:29][C:30]([CH3:33])([CH3:32])[CH3:31].C(Cl)CCl.CCN(C(C)C)C(C)C. Product: [NH2:1][C:2]1[C:3]([C:14]2[CH:22]=[CH:21][C:17]([C:18]([NH:24][C@@H:25]([C:35]3[CH:40]=[CH:39][CH:38]=[C:37]([Cl:41])[CH:36]=3)[CH2:26][NH:27][C:28](=[O:34])[O:29][C:30]([CH3:33])([CH3:32])[CH3:31])=[O:20])=[C:16]([F:23])[CH:15]=2)=[N:4][C:5]([CH:8]2[CH2:13][CH2:12][O:11][CH2:10][CH2:9]2)=[CH:6][N:7]=1. The catalyst class is: 3. (3) Reactant: [CH3:1][CH:2]([NH:4][CH2:5][CH:6]([OH:19])[CH2:7][O:8][C:9]1[CH:10]=[CH:11][CH:12]=[C:13]2[CH:18]=[CH:17][CH:16]=[CH:15][C:14]=12)[CH3:3].Cl.C(N(CC)CC)C.C1CCC(N=C=NC2CCCCC2)CC1. Product: [CH3:3][CH:2]([NH:4][CH2:5][CH:6]([OH:19])[CH2:7][O:8][C:9]1[CH:10]=[CH:11][CH:12]=[C:13]2[CH:18]=[CH:17][CH:16]=[CH:15][C:14]=12)[CH3:1]. The catalyst class is: 166. (4) The catalyst class is: 747. Reactant: [N:1]1([C:5]2[C:10]3=[C:11]([C:15]4[CH:16]=[N:17][N:18]([CH3:21])[C:19]=4Br)[N:12]=[C:13]([CH3:14])[N:9]3[N:8]=[CH:7][N:6]=2)[CH2:4][CH2:3][CH2:2]1.[Cl:22][C:23]1[CH:24]=[C:25]([F:33])[C:26]([Sn](C)(C)C)=[N:27][CH:28]=1. Product: [N:1]1([C:5]2[C:10]3=[C:11]([C:15]4[CH:16]=[N:17][N:18]([CH3:21])[C:19]=4[C:26]4[C:25]([F:33])=[CH:24][C:23]([Cl:22])=[CH:28][N:27]=4)[N:12]=[C:13]([CH3:14])[N:9]3[N:8]=[CH:7][N:6]=2)[CH2:4][CH2:3][CH2:2]1.